This data is from Full USPTO retrosynthesis dataset with 1.9M reactions from patents (1976-2016). The task is: Predict the reactants needed to synthesize the given product. (1) Given the product [ClH:22].[CH3:18][O:17][C:15](=[O:16])[C@H:9]([CH2:10][Si:11]([CH3:12])([CH3:13])[CH3:14])[NH2:8], predict the reactants needed to synthesize it. The reactants are: C(OC([NH:8][C@H:9]([C:15]([OH:17])=[O:16])[CH2:10][Si:11]([CH3:14])([CH3:13])[CH3:12])=O)(C)(C)C.[CH3:18][Si]([Cl:22])(C)C. (2) Given the product [ClH:27].[C:1]1([C:7]#[C:8][CH2:9][O:10][CH2:11][CH2:12][N:13]2[C:25]3[C:24]4[CH:23]=[CH:22][CH:21]=[CH:20][C:19]=4[N:18]=[C:17]([NH2:26])[C:16]=3[N:15]=[CH:14]2)[CH:6]=[CH:5][CH:4]=[CH:3][CH:2]=1, predict the reactants needed to synthesize it. The reactants are: [C:1]1([C:7]#[C:8][CH2:9][O:10][CH2:11][CH2:12][N:13]2[C:25]3[C:24]4[CH:23]=[CH:22][CH:21]=[CH:20][C:19]=4[N:18]=[C:17]([NH2:26])[C:16]=3[N:15]=[CH:14]2)[CH:6]=[CH:5][CH:4]=[CH:3][CH:2]=1.[ClH:27].C(OCC)C. (3) Given the product [CH2:15]([O:17][C:18]([C:20]1([CH2:34][O:14][C:11]2[CH:10]=[N:9][C:8]([C:5]3[CH:4]=[CH:3][C:2]([Cl:1])=[CH:7][CH:6]=3)=[CH:13][N:12]=2)[CH2:24][CH2:23][N:22]([C:25](=[O:33])[C:26]2[CH:27]=[CH:28][C:29]([F:32])=[CH:30][CH:31]=2)[CH2:21]1)=[O:19])[CH3:16], predict the reactants needed to synthesize it. The reactants are: [Cl:1][C:2]1[CH:7]=[CH:6][C:5]([C:8]2[N:9]=[CH:10][C:11]([OH:14])=[N:12][CH:13]=2)=[CH:4][CH:3]=1.[CH2:15]([O:17][C:18]([C:20]1([CH2:34]I)[CH2:24][CH2:23][N:22]([C:25](=[O:33])[C:26]2[CH:31]=[CH:30][C:29]([F:32])=[CH:28][CH:27]=2)[CH2:21]1)=[O:19])[CH3:16]. (4) Given the product [Cl:8][C:9]1[CH:10]=[C:11]([C:19]2[O:23][N:22]=[C:21]([C:24]3[CH:32]=[C:31]4[C:27]([C:28]([CH2:33][CH2:34][C:35]([OH:37])=[O:36])=[CH:29][NH:30]4)=[CH:26][CH:25]=3)[N:20]=2)[CH:12]=[CH:13][C:14]=1[O:15][CH:16]([CH3:18])[CH3:17], predict the reactants needed to synthesize it. The reactants are: FC(F)(F)C(O)=O.[Cl:8][C:9]1[CH:10]=[C:11]([C:19]2[O:23][N:22]=[C:21]([C:24]3[CH:32]=[C:31]4[C:27]([C:28]([CH2:33][CH2:34][C:35]([O:37]C(C)(C)C)=[O:36])=[CH:29][NH:30]4)=[CH:26][CH:25]=3)[N:20]=2)[CH:12]=[CH:13][C:14]=1[O:15][CH:16]([CH3:18])[CH3:17].